This data is from Human liver microsome stability data. The task is: Regression/Classification. Given a drug SMILES string, predict its absorption, distribution, metabolism, or excretion properties. Task type varies by dataset: regression for continuous measurements (e.g., permeability, clearance, half-life) or binary classification for categorical outcomes (e.g., BBB penetration, CYP inhibition). Dataset: hlm. (1) The molecule is O=C(NC1CCNC1)c1cn2ccnc2c(N2CCN(c3ccccn3)CC2)n1. The result is 0 (unstable in human liver microsomes). (2) The drug is O=C(CN1CCCCC1)Nc1ccc2oc(-c3ccco3)nc2c1. The result is 1 (stable in human liver microsomes). (3) The molecule is CN(C)CC1(c2cccc(Cl)c2)CCCCC1. The result is 1 (stable in human liver microsomes). (4) The molecule is COc1ccc(F)cc1-c1ccc2c(c1)C(CSCCc1ccccc1)=CC(C)(C)N2. The result is 1 (stable in human liver microsomes). (5) The compound is Cc1ccccc1CN(C1CCOCC1)[C@H]1CCNC1. The result is 0 (unstable in human liver microsomes). (6) The molecule is CCC(=O)NCCCc1cc(OC)ccc1CCc1cccc(OC)c1. The result is 1 (stable in human liver microsomes).